This data is from Forward reaction prediction with 1.9M reactions from USPTO patents (1976-2016). The task is: Predict the product of the given reaction. (1) Given the reactants Cl[C:2]1[CH:11]=[CH:10][C:5]([C:6]([O:8][CH3:9])=[O:7])=[CH:4][N:3]=1.[NH2:12][CH2:13][C:14]1[CH:19]=[CH:18][C:17]([C:20]2[C:21]([C:27]([O:29][CH3:30])=[O:28])=[C:22]([F:26])[CH:23]=[CH:24][CH:25]=2)=[CH:16][C:15]=1[F:31].C(N(CC)CC)C, predict the reaction product. The product is: [F:31][C:15]1[CH:16]=[C:17]([C:20]2[CH:25]=[CH:24][CH:23]=[C:22]([F:26])[C:21]=2[C:27]([O:29][CH3:30])=[O:28])[CH:18]=[CH:19][C:14]=1[CH2:13][NH:12][C:2]1[CH:11]=[CH:10][C:5]([C:6]([O:8][CH3:9])=[O:7])=[CH:4][N:3]=1. (2) Given the reactants [O:1]=[C:2]1[N:7]2[CH:8]=[CH:9][C:10]([C:12]([O:14]C)=[O:13])=[CH:11][C:6]2=[N:5][C:4]2[CH2:16][CH2:17][CH2:18][CH2:19][CH2:20][CH2:21][C:3]1=2.O[Li].O.Cl, predict the reaction product. The product is: [O:1]=[C:2]1[N:7]2[CH:8]=[CH:9][C:10]([C:12]([OH:14])=[O:13])=[CH:11][C:6]2=[N:5][C:4]2[CH2:16][CH2:17][CH2:18][CH2:19][CH2:20][CH2:21][C:3]1=2. (3) Given the reactants [CH2:1]([NH2:7])[CH2:2][CH2:3][CH2:4][CH2:5][CH3:6].[C:8]1(=[O:13])[O:12][CH2:11][CH2:10][O:9]1, predict the reaction product. The product is: [CH2:1]([NH:7][C:8](=[O:13])[O:9][CH2:10][CH2:11][OH:12])[CH2:2][CH2:3][CH2:4][CH2:5][CH3:6]. (4) Given the reactants Cl[C:2]1[N:3]=[C:4]([NH:23][CH:24]2[CH2:26][CH2:25]2)[C:5]2[C:10]([C:11]#[N:12])=[CH:9][N:8](S(C3C=CC(C)=CC=3)(=O)=O)[C:6]=2[N:7]=1.[NH2:27][C:28]1[CH:33]=[CH:32][C:31]([N:34]([CH3:38])[C:35](=[O:37])[CH3:36])=[CH:30][CH:29]=1.C[Si](Cl)(C)C, predict the reaction product. The product is: [C:11]([C:10]1[C:5]2[C:4]([NH:23][CH:24]3[CH2:25][CH2:26]3)=[N:3][C:2]([NH:27][C:28]3[CH:29]=[CH:30][C:31]([N:34]([CH3:38])[C:35](=[O:37])[CH3:36])=[CH:32][CH:33]=3)=[N:7][C:6]=2[NH:8][CH:9]=1)#[N:12].